From a dataset of Catalyst prediction with 721,799 reactions and 888 catalyst types from USPTO. Predict which catalyst facilitates the given reaction. (1) Reactant: [CH2:1]([OH:3])[CH3:2].[H-].[Na+].Cl[C:7]1[CH:32]=[CH:31][C:10]([C:11]([NH:13][C:14]2[S:15][C:16]3[C:22]([N:23]4[CH2:28][CH2:27][O:26][CH2:25][CH2:24]4)=[CH:21][CH:20]=[C:19]([O:29][CH3:30])[C:17]=3[N:18]=2)=[O:12])=[CH:9][N:8]=1. Product: [CH2:1]([O:3][C:7]1[CH:32]=[CH:31][C:10]([C:11]([NH:13][C:14]2[S:15][C:16]3[C:22]([N:23]4[CH2:24][CH2:25][O:26][CH2:27][CH2:28]4)=[CH:21][CH:20]=[C:19]([O:29][CH3:30])[C:17]=3[N:18]=2)=[O:12])=[CH:9][N:8]=1)[CH3:2]. The catalyst class is: 12. (2) Reactant: [CH2:1]([O:3][C:4]([C:6]([CH3:21])([O:8][C:9]1[CH:14]=[CH:13][C:12]([CH2:15][CH2:16][CH2:17][C:18]([OH:20])=O)=[CH:11][CH:10]=1)[CH3:7])=[O:5])[CH3:2].C(Cl)(=O)C(Cl)=[O:24].CS(O)(=O)=O.[CH2:33]([N:36]([CH2:38][C:39]1[CH:44]=[CH:43][C:42]([Cl:45])=[C:41]([Cl:46])[CH:40]=1)[NH2:37])CC.[N:47]1C=C[CH:50]=[CH:49][CH:48]=1. Product: [CH2:1]([O:3][C:4]([C:6]([CH3:7])([O:8][C:9]1[CH:10]=[CH:11][C:12]([CH2:15][CH2:16][CH2:17][C:18]([NH:37][N:36]([CH2:38][C:39]2[CH:44]=[CH:43][C:42]([Cl:45])=[C:41]([Cl:46])[CH:40]=2)[C:33]([NH:47][CH2:48][CH2:49][CH3:50])=[O:24])=[O:20])=[CH:13][CH:14]=1)[CH3:21])=[O:5])[CH3:2]. The catalyst class is: 399. (3) Reactant: C(OC([NH:8][S:9]([N:12]([C:18]1[CH:22]=[C:21]([C:23]2[CH:28]=[CH:27][CH:26]=[CH:25][CH:24]=2)[S:20][CH:19]=1)[CH2:13][C:14]([O:16][CH3:17])=[O:15])(=[O:11])=[O:10])=O)(C)(C)C.FC(F)(F)C(O)=O. Product: [C:23]1([C:21]2[S:20][CH:19]=[C:18]([N:12]([S:9](=[O:10])(=[O:11])[NH2:8])[CH2:13][C:14]([O:16][CH3:17])=[O:15])[CH:22]=2)[CH:28]=[CH:27][CH:26]=[CH:25][CH:24]=1. The catalyst class is: 4. (4) The catalyst class is: 16. Reactant: [CH2:1]([NH:3][C:4]1[CH:11]=[C:10]([N:12]2[C:16]3=[N:17][CH:18]=[CH:19][C:20]([N:21]4[CH:25]=[C:24]([C:26]5[CH:27]=[N:28][N:29]([CH3:31])[CH:30]=5)[N:23]=[CH:22]4)=[C:15]3[C:14]([CH:32]([CH3:34])[CH3:33])=[N:13]2)[CH:9]=[CH:8][C:5]=1[C:6]#[N:7])[CH3:2].[OH:35]O.[OH-].[Na+].O. Product: [CH2:1]([NH:3][C:4]1[CH:11]=[C:10]([N:12]2[C:16]3=[N:17][CH:18]=[CH:19][C:20]([N:21]4[CH:25]=[C:24]([C:26]5[CH:27]=[N:28][N:29]([CH3:31])[CH:30]=5)[N:23]=[CH:22]4)=[C:15]3[C:14]([CH:32]([CH3:33])[CH3:34])=[N:13]2)[CH:9]=[CH:8][C:5]=1[C:6]([NH2:7])=[O:35])[CH3:2].